Dataset: Experimentally validated miRNA-target interactions with 360,000+ pairs, plus equal number of negative samples. Task: Binary Classification. Given a miRNA mature sequence and a target amino acid sequence, predict their likelihood of interaction. (1) The miRNA is mmu-miR-467f with sequence AUAUACACACACACACCUACA. The protein sequence of the target gene is MGWPPAQKPEDSKEEHGGPAQTDVCATQVSEEFPGSCADEVLSSGSISFSGELQSYSHTSESPVETKTPTTSSEEQDEQSELSLLQKDENKLSEMWINHLKSKEIHSERSQPDRRLPPEIPKESAEELDALQSFCTKKVNLIHQRQDLRAKKSNRPKRLQLRWIAETSEVDAFNCTIPDELWNRIYLENTRATLAYIGAITQHISSQCPSCNSKRAELAQSDFLRRRKTLLQSLLLQEKIDEHLHTTDFLTRVGEAHQGFPRLSDDPRIIWKRLTEKMLKGSSGFGRAYSKQV. Result: 1 (interaction). (2) The miRNA is hsa-miR-125a-3p with sequence ACAGGUGAGGUUCUUGGGAGCC. The protein sequence of the target gene is MGKQNSKLRPEVLQDLRENTEFTDHELQEWYKGFLKDCPTGHLTVDEFKKIYANFFPYGDASKFAEHVFRTFDTNGDGTIDFREFIIALSVTSRGKLEQKLKWAFSMYDLDGNGYISRSEMLEIVQAIYKMVSSVMKMPEDESTPEKRTDKIFRQMDTNNDGKLSLEEFIRGAKSDPSIVRLLQCDPSSASQF. Result: 1 (interaction). (3) The miRNA is hsa-miR-5192 with sequence AGGAGAGUGGAUUCCAGGUGGU. The protein sequence of the target gene is MWSEGRYEYERIPRERAPPRSHPSDGYNRLVNIVPKKPPLLDRPGEGSYNRYYSHVDYRDYDEGRSFSHDRRSGPPHRGDESGYRWTRDDHSASRQPEYRDMRDGFRRKSFYSSHYARERSPYKRDNTFFRESPVGRKDSPHSRSGSSVSSRSYSPERSKSYSFHQSQHRKSVRPGASYKRQNEGNPERDKERPVQSLKTSRDTSPSSGSAVSSSKVLDKPSRLTEKELAEAASKWAAEKLEKSDESNLPEISEYEAGSTAPLFTDQPEEPESNTTHGIELFEDSQLTTRSKAIASKTKE.... Result: 0 (no interaction). (4) The miRNA is hsa-miR-653-5p with sequence GUGUUGAAACAAUCUCUACUG. The protein sequence of the target gene is MAEGGEREELLSPPPISPAKRLCSWPSPQAHHPRGTPGAAGGGAGGGGGGCLAPGARPHLQPESLLDCAAKTVAEKWAYERVEERFERIPEPVQRRIVYWSFPRNEREICMYSSFQYRGGPGAGAAAGAAGASPVEEGPPPPPGAAAPAGSAPGAAGAGSSPGLGAGTGTASGGCGGGEGLPFRRGIRLLDSGSVENVLQVGFHLSGTVTEPAMASEPAVTYKVAISFDRCKITSVSCGCGNKDIFYCAHVVALSLYRIRKPDQVKLRLPISETLFQMNRDQLQKFIQYLITAHHTEVLP.... Result: 0 (no interaction). (5) The miRNA is hsa-miR-30c-1-3p with sequence CUGGGAGAGGGUUGUUUACUCC. The protein sequence of the target gene is MVDMDKLINNLEVQLNSEGGSMQVFKQVTASVRNRDPPEIEYRSNMTSPTLLDANPMENPALFNDIKIEPPEELLASDFSLPQVEPVDLSFHKPKAPLQPASMLQAPIRPPKPQSSPQTLVVSTSTSDMSTSANIPTVLTPGSVLTSSQSTGSQQILHVIHTIPSVSLPNKMGGLKTIPVVVQSLPMVYTTLPADGGPAAITVPLIGGDGKNAGSVKVDPTSMSPLEIPSDSEESTIESGSSALQSLQGLQQEPAAMAQMQGEESLDLKRRRIHQCDFAGCSKVYTKSSHLKAHRRIHTG.... Result: 1 (interaction). (6) The miRNA is hsa-miR-6767-5p with sequence UCGCAGACAGGGACACAUGGAGA. The protein sequence of the target gene is MWPGILVGGARVASCRYPALGPRLAAHFPAQRPPQRTLQNGLALQRCLHATATRALPLIPIVVEQTGRGERAYDIYSRLLRERIVCVMGPIDDSVASLVIAQLLFLQSESNKKPIHMYINSPGGVVTAGLAIYDTMQYILNPICTWCVGQAASMGSLLLAAGTPGMRHSLPNSRIMIHQPSGGARGQATDIAIQAEEIMKLKKQLYNIYAKHTKQSLQVIESAMERDRYMSPMEAQEFGILDKVLVHPPQDGEDEPTLVQKEPVEAAPAAEPVPAST. Result: 0 (no interaction).